From a dataset of Forward reaction prediction with 1.9M reactions from USPTO patents (1976-2016). Predict the product of the given reaction. (1) Given the reactants C(OC(=O)[NH:7][C@H:8]1[CH2:13][CH2:12][C@H:11]([CH2:14][CH2:15][N:16]2[CH2:21][CH2:20][CH:19]([C:22](=[O:30])[C:23]3[CH:28]=[CH:27][C:26]([F:29])=[CH:25][CH:24]=3)[CH2:18][CH2:17]2)[CH2:10][CH2:9]1)(C)(C)C.[ClH:32].O1CCOCC1, predict the reaction product. The product is: [ClH:32].[NH2:7][C@H:8]1[CH2:13][CH2:12][C@H:11]([CH2:14][CH2:15][N:16]2[CH2:17][CH2:18][CH:19]([C:22]([C:23]3[CH:28]=[CH:27][C:26]([F:29])=[CH:25][CH:24]=3)=[O:30])[CH2:20][CH2:21]2)[CH2:10][CH2:9]1. (2) Given the reactants C(NC(S[C:7]1[CH:14]=[CH:13][C:10]([CH:11]=O)=[CH:9][CH:8]=1)=O)C.CC1C=C(C)C([CH:23](C2NC=CC=2)[C:24]2[NH:28][CH:27]=[CH:26][CH:25]=2)=C(C)C=1.B(F)(F)F.[NH4+:39].[Cl-].[C:41]([C:43]1[C:49](=O)[C:48](Cl)=[C:47](Cl)[C:45](=O)[C:44]=1[C:53]#[N:54])#[N:42], predict the reaction product. The product is: [C:49]12[CH:43]=[C:41]3[N:42]=[C:13]([CH:10]=[CH:11]3)[CH:14]=[C:7]3[NH:28][C:27]([CH:9]=[CH:8]3)=[CH:26][C:25]3=[N:54][C:53]([CH:23]=[CH:24]3)=[CH:44][C:45]([NH:39]1)=[CH:47][CH:48]=2. (3) Given the reactants C[O:2][C:3]([C:5]1[S:9][C:8]([N:10]2[CH2:15][CH2:14][N:13]([CH2:16][CH2:17][OH:18])[CH2:12][CH2:11]2)=[N:7][CH:6]=1)=O.Cl.[NH2:20][OH:21].C[O-].[Na+].CO.Cl, predict the reaction product. The product is: [OH:21][NH:20][C:3]([C:5]1[S:9][C:8]([N:10]2[CH2:15][CH2:14][N:13]([CH2:16][CH2:17][OH:18])[CH2:12][CH2:11]2)=[N:7][CH:6]=1)=[O:2]. (4) Given the reactants [Cl:1][CH:2]([CH3:26])[CH:3]([NH:15][C:16]([CH:18]1[CH:21]([CH2:22][CH2:23][CH2:24][CH3:25])[CH2:20][NH:19]1)=[O:17])[CH:4]1[CH:9]([OH:10])[CH:8]([OH:11])[CH:7]([OH:12])[CH:6]([S:13][CH3:14])[O:5]1.[CH2:27]1[O:29][CH2:28]1, predict the reaction product. The product is: [Cl:1][CH:2]([CH3:26])[CH:3]([NH:15][C:16]([CH:18]1[CH:21]([CH2:22][CH2:23][CH2:24][CH3:25])[CH2:20][N:19]1[CH2:27][CH2:28][OH:29])=[O:17])[CH:4]1[CH:9]([OH:10])[CH:8]([OH:11])[CH:7]([OH:12])[CH:6]([S:13][CH3:14])[O:5]1. (5) The product is: [Cl:1][C:2]1[CH:3]=[CH:4][C:5]2[N:11]3[CH:31]=[N:13][N:12]=[C:10]3[C@@H:9]([CH2:14][C:15]([O:17][CH2:18][CH3:19])=[O:16])[O:8][C@H:7]([C:20]3[CH:25]=[CH:24][CH:23]=[C:22]([O:26][CH3:27])[C:21]=3[O:28][CH3:29])[C:6]=2[CH:30]=1. Given the reactants [Cl:1][C:2]1[CH:3]=[CH:4][C:5]2[NH:11][C:10](=[N:12][NH2:13])[C@@H:9]([CH2:14][C:15]([O:17][CH2:18][CH3:19])=[O:16])[O:8][C@H:7]([C:20]3[CH:25]=[CH:24][CH:23]=[C:22]([O:26][CH3:27])[C:21]=3[O:28][CH3:29])[C:6]=2[CH:30]=1.[CH:31]([O-])([O-])OCC.S(=O)(=O)(O)O, predict the reaction product. (6) Given the reactants [CH2:1](Br)[C:2]1[CH:7]=[CH:6][CH:5]=[CH:4][CH:3]=1.[OH:9][CH2:10][CH2:11][O:12][C:13]1[C:18]([CH3:19])=[CH:17][C:16]([C:20]2[CH:25]=[CH:24][C:23]([C:26]([OH:28])=[O:27])=[CH:22][CH:21]=2)=[CH:15][C:14]=1[CH3:29].C(=O)([O-])[O-].[K+].[K+].O, predict the reaction product. The product is: [OH:9][CH2:10][CH2:11][O:12][C:13]1[C:18]([CH3:19])=[CH:17][C:16]([C:20]2[CH:25]=[CH:24][C:23]([C:26]([O:28][CH2:1][C:2]3[CH:7]=[CH:6][CH:5]=[CH:4][CH:3]=3)=[O:27])=[CH:22][CH:21]=2)=[CH:15][C:14]=1[CH3:29]. (7) Given the reactants [NH2:1][C:2]1[N:7]=[CH:6][C:5]([C:8]#[N:9])=[CH:4][CH:3]=1.CN(C)C1C=CC=CC=1.[CH3:19][O:20][C:21](=[O:27])[CH2:22][CH2:23][C:24](Cl)=[O:25], predict the reaction product. The product is: [C:8]([C:5]1[CH:4]=[CH:3][C:2]([NH:1][C:24](=[O:25])[CH2:23][CH2:22][C:21]([O:20][CH3:19])=[O:27])=[N:7][CH:6]=1)#[N:9]. (8) The product is: [CH3:1][O:2][C:3]1[CH:4]=[C:5]([CH:9]([CH3:12])[CH2:10][NH2:11])[CH:6]=[CH:7][CH:8]=1. Given the reactants [CH3:1][O:2][C:3]1[CH:4]=[C:5]([CH:9]([CH3:12])[C:10]#[N:11])[CH:6]=[CH:7][CH:8]=1.[H-].[Al+3].[Li+].[H-].[H-].[H-].Cl, predict the reaction product. (9) Given the reactants [C:1]([NH:4][C:5]([CH2:16][CH2:17][C:18]1[CH:23]=[CH:22][C:21]([S:24][C:25]2[CH:30]=[CH:29][C:28]([CH2:31][CH2:32][CH2:33][CH3:34])=[CH:27][CH:26]=2)=[CH:20][CH:19]=1)([C:11](OCC)=[O:12])[C:6](OCC)=[O:7])(=[O:3])[CH3:2].OP([O-])([O-])=O.[K+].[K+].[BH4-].[Na+].[OH-].[Na+], predict the reaction product. The product is: [CH2:31]([C:28]1[CH:27]=[CH:26][C:25]([S:24][C:21]2[CH:22]=[CH:23][C:18]([CH2:17][CH2:16][C:5]([NH:4][C:1](=[O:3])[CH3:2])([CH2:6][OH:7])[CH2:11][OH:12])=[CH:19][CH:20]=2)=[CH:30][CH:29]=1)[CH2:32][CH2:33][CH3:34]. (10) Given the reactants [CH3:1][CH:2]1[N:6]([C:7]([O:9][C:10]([CH3:13])([CH3:12])[CH3:11])=[O:8])[C@H:5]([C:14]([O:16]C)=[O:15])[CH2:4][CH2:3]1.[Li+].[OH-].O, predict the reaction product. The product is: [C:10]([O:9][C:7]([N:6]1[CH:2]([CH3:1])[CH2:3][CH2:4][C@H:5]1[C:14]([OH:16])=[O:15])=[O:8])([CH3:11])([CH3:12])[CH3:13].